This data is from Retrosynthesis with 50K atom-mapped reactions and 10 reaction types from USPTO. The task is: Predict the reactants needed to synthesize the given product. (1) Given the product Cc1c(C)n2nnnc2c2nc(CCl)n(CCCCNC(=O)c3ccccc3)c12, predict the reactants needed to synthesize it. The reactants are: Cc1c(C)n2nnnc2c2nc(CCl)n(CCCCN)c12.O=C(OC(=O)c1ccccc1)c1ccccc1. (2) The reactants are: CCBr.O=C(O)CC1CCN(C(c2ccccc2)(c2ccccc2)c2ccccc2)CC1. Given the product CCOC(=O)CC1CCN(C(c2ccccc2)(c2ccccc2)c2ccccc2)CC1, predict the reactants needed to synthesize it. (3) Given the product CCOC(=O)COc1ccc(Br)cc1[N+](=O)[O-], predict the reactants needed to synthesize it. The reactants are: CCOC(=O)CBr.O=[N+]([O-])c1cc(Br)ccc1O. (4) Given the product Cc1cccc(-c2sc(C#C[Si](C)(C)C)nc2C(=O)N2C[C@H]3C[C@H]3[C@H]2CNC(=O)c2c(C)nc3sccn23)c1, predict the reactants needed to synthesize it. The reactants are: C#C[Si](C)(C)C.Cc1cccc(-c2sc(Br)nc2C(=O)N2C[C@H]3C[C@H]3[C@H]2CNC(=O)c2c(C)nc3sccn23)c1. (5) Given the product CC(C)Oc1ccc(S(C)(=O)=O)cc1C(=O)N1CCc2ccc(C#N)cc2C1, predict the reactants needed to synthesize it. The reactants are: CC(C)Oc1ccc(S(C)(=O)=O)cc1C(=O)O.N#Cc1ccc2c(c1)CNCC2.